Dataset: Reaction yield outcomes from USPTO patents with 853,638 reactions. Task: Predict the reaction yield, written as a fraction of the theoretical maximum amount of product (1.0 means a 100% yield; for example, 0.34 means a 34% yield). (1) The reactants are [CH:1]1([S:4][C:5]2[CH:10]=[CH:9][C:8]([N+:11]([O-:13])=[O:12])=[CH:7][CH:6]=2)[CH2:3][CH2:2]1.I(O)(=O)(=O)=[O:15].S([O-])([O-])(=O)=S.[Na+].[Na+]. The catalyst is C(#N)C.[Fe](Cl)(Cl)Cl. The product is [CH:1]1([S:4]([C:5]2[CH:10]=[CH:9][C:8]([N+:11]([O-:13])=[O:12])=[CH:7][CH:6]=2)=[O:15])[CH2:3][CH2:2]1. The yield is 0.760. (2) The reactants are [C:1]([C:5]1[CH:10]=[CH:9][C:8]([NH:11][C:12]([NH:14][CH2:15][CH2:16][CH2:17][N:18]([CH2:20][C@@H:21]2[C@@H:25]([OH:26])[C@@H:24]([OH:27])[C@H:23]([N:28]3[C:32]4[N:33]=[CH:34][N:35]=[C:36]([NH:37][CH2:38][C:39]5[CH:44]=[CH:43][C:42]([O:45][CH3:46])=[CH:41][C:40]=5[O:47][CH3:48])[C:31]=4[CH:30]=[CH:29]3)[O:22]2)[CH3:19])=[O:13])=[CH:7][CH:6]=1)([CH3:4])([CH3:3])[CH3:2].[ClH:49].O. The catalyst is CO. The product is [ClH:49].[C:1]([C:5]1[CH:10]=[CH:9][C:8]([NH:11][C:12]([NH:14][CH2:15][CH2:16][CH2:17][N:18]([CH2:20][C@@H:21]2[C@@H:25]([OH:26])[C@@H:24]([OH:27])[C@H:23]([N:28]3[C:32]4[N:33]=[CH:34][N:35]=[C:36]([NH:37][CH2:38][C:39]5[CH:44]=[CH:43][C:42]([O:45][CH3:46])=[CH:41][C:40]=5[O:47][CH3:48])[C:31]=4[CH:30]=[CH:29]3)[O:22]2)[CH3:19])=[O:13])=[CH:7][CH:6]=1)([CH3:4])([CH3:2])[CH3:3]. The yield is 0.930.